This data is from Peptide-MHC class I binding affinity with 185,985 pairs from IEDB/IMGT. The task is: Regression. Given a peptide amino acid sequence and an MHC pseudo amino acid sequence, predict their binding affinity value. This is MHC class I binding data. The peptide sequence is TRYPLTFGW. The MHC is HLA-B45:01 with pseudo-sequence HLA-B45:01. The binding affinity (normalized) is 0.